Dataset: Reaction yield outcomes from USPTO patents with 853,638 reactions. Task: Predict the reaction yield, written as a fraction of the theoretical maximum amount of product (1.0 means a 100% yield; for example, 0.34 means a 34% yield). (1) The product is [Br:1][C:2]1[CH:11]=[CH:10][C:9]2[N:8]=[CH:7][C:6]3[NH:23][C:26](=[O:34])[N:15]([CH2:16][C@@H:17]([O:19][CH3:20])[CH3:18])[C:5]=3[C:4]=2[CH:3]=1. The yield is 0.880. The reactants are [Br:1][C:2]1[CH:3]=[C:4]2[C:9](=[CH:10][CH:11]=1)[N:8]=[CH:7][C:6](C(O)=O)=[C:5]2[NH:15][CH2:16][C@@H:17]([O:19][CH3:20])[CH3:18].C([N:23]([CH2:26]C)CC)C.C1C=CC([O:34]P(OC2C=CC=CC=2)(N=[N+]=[N-])=O)=CC=1. The catalyst is CN(C)C=O.O. (2) The yield is 0.590. The product is [C:6]1([N:12]2[CH:13]=[CH:14][CH:15]=[C:17]2[CH:18]=[O:2])[CH:11]=[CH:10][CH:9]=[CH:8][CH:7]=1. The reactants are P(Cl)(Cl)(Cl)=[O:2].[C:6]1([N:12]2C=[CH:15][CH:14]=[CH:13]2)[CH:11]=[CH:10][CH:9]=[CH:8][CH:7]=1.[CH2:17](Cl)[CH2:18]Cl. No catalyst specified.